Dataset: Forward reaction prediction with 1.9M reactions from USPTO patents (1976-2016). Task: Predict the product of the given reaction. (1) Given the reactants CC(OC([N:8]1[CH2:13][CH2:12][N:11]([S:14]([NH:17][C:18]2[CH:23]=[C:22]([O:24][CH2:25][C:26]([F:29])([F:28])[F:27])[N:21]=[C:20]([S:30][CH2:31][C:32]3[CH:37]=[CH:36][CH:35]=[C:34]([F:38])[C:33]=3[F:39])[N:19]=2)(=[O:16])=[O:15])[CH2:10][CH2:9]1)=O)(C)C.FC(F)(F)C(O)=O, predict the reaction product. The product is: [F:39][C:33]1[C:34]([F:38])=[CH:35][CH:36]=[CH:37][C:32]=1[CH2:31][S:30][C:20]1[N:19]=[C:18]([NH:17][S:14]([N:11]2[CH2:10][CH2:9][NH:8][CH2:13][CH2:12]2)(=[O:15])=[O:16])[CH:23]=[C:22]([O:24][CH2:25][C:26]([F:29])([F:27])[F:28])[N:21]=1. (2) Given the reactants Cl[CH2:2][C:3]([NH:5][C@@H:6]1[CH2:11][O:10][C:9]2=[N:12][C:13]([N+:15]([O-:17])=[O:16])=[CH:14][N:8]2[CH2:7]1)=[O:4].[CH2:18]([O:20][CH2:21][CH2:22][O:23][C:24]1[CH:36]=[CH:35][C:27]([O:28][CH:29]2[CH2:34][CH2:33][NH:32][CH2:31][CH2:30]2)=[CH:26][CH:25]=1)[CH3:19], predict the reaction product. The product is: [CH2:18]([O:20][CH2:21][CH2:22][O:23][C:24]1[CH:36]=[CH:35][C:27]([O:28][CH:29]2[CH2:34][CH2:33][N:32]([CH2:2][C:3]([NH:5][C@@H:6]3[CH2:11][O:10][C:9]4=[N:12][C:13]([N+:15]([O-:17])=[O:16])=[CH:14][N:8]4[CH2:7]3)=[O:4])[CH2:31][CH2:30]2)=[CH:26][CH:25]=1)[CH3:19].